Dataset: Reaction yield outcomes from USPTO patents with 853,638 reactions. Task: Predict the reaction yield, written as a fraction of the theoretical maximum amount of product (1.0 means a 100% yield; for example, 0.34 means a 34% yield). (1) The reactants are [Si]([O:8][C@H:9]([C@H:20]([CH3:29])/[CH:21]=[CH:22]/[C:23]1[CH:28]=[CH:27][CH:26]=[CH:25][CH:24]=1)[CH2:10]/[CH:11]=[CH:12]/[C:13]([O:15]C(C)(C)C)=[O:14])(C(C)(C)C)(C)C. The catalyst is C(Cl)Cl.FC(F)(F)C(O)=O. The product is [OH:8][C@H:9]([C@H:20]([CH3:29])/[CH:21]=[CH:22]/[C:23]1[CH:24]=[CH:25][CH:26]=[CH:27][CH:28]=1)[CH2:10]/[CH:11]=[CH:12]/[C:13]([OH:15])=[O:14]. The yield is 0.490. (2) The reactants are [N+:1]([C:4]1[C:10]([O:11][CH3:12])=[CH:9][CH:8]=[CH:7][C:5]=1[NH2:6])([O-])=O. The catalyst is C(O)C.[Pd]. The product is [CH3:12][O:11][C:10]1[C:4]([NH2:1])=[C:5]([NH2:6])[CH:7]=[CH:8][CH:9]=1. The yield is 1.00. (3) The reactants are [CH3:1][O:2][C:3]([CH:5]1[CH2:9][CH:8]([CH2:10][OH:11])[CH2:7][N:6]1[C:12]([O:14][C:15]([CH3:18])([CH3:17])[CH3:16])=[O:13])=[O:4].[C:19](C1C=C(C)C=C(C(C)(C)C)N=1)(C)(C)C.IC. The catalyst is C(Cl)Cl.C(S([O-])(=O)=O)(F)(F)F.[Ag+]. The product is [CH3:1][O:2][C:3]([CH:5]1[CH2:9][CH:8]([CH2:10][O:11][CH3:19])[CH2:7][N:6]1[C:12]([O:14][C:15]([CH3:18])([CH3:17])[CH3:16])=[O:13])=[O:4]. The yield is 0.530.